Binary Classification. Given a T-cell receptor sequence (or CDR3 region) and an epitope sequence, predict whether binding occurs between them. From a dataset of TCR-epitope binding with 47,182 pairs between 192 epitopes and 23,139 TCRs. (1) The epitope is KLPDDFTGCV. The TCR CDR3 sequence is CASSPRLGTETQYF. Result: 0 (the TCR does not bind to the epitope). (2) The epitope is VTIAEILLI. The TCR CDR3 sequence is CAISSRDRGIVGTGELFF. Result: 1 (the TCR binds to the epitope). (3) The epitope is HPKVSSEVHI. The TCR CDR3 sequence is CASKRTEPVDGYTF. Result: 0 (the TCR does not bind to the epitope). (4) The epitope is SEPVLKGVKL. The TCR CDR3 sequence is CASSSRRDNSGNTIYF. Result: 0 (the TCR does not bind to the epitope). (5) The epitope is ILGLPTQTV. The TCR CDR3 sequence is CASSPTVNEQFF. Result: 1 (the TCR binds to the epitope). (6) The epitope is GMFNMLSTVLGVS. The TCR CDR3 sequence is CASSYGRAYEQYF. Result: 0 (the TCR does not bind to the epitope). (7) The epitope is LLSAGIFGA. The TCR CDR3 sequence is CASSSPNSRTGPETQYF. Result: 0 (the TCR does not bind to the epitope). (8) The epitope is GILGFVFTL. The TCR CDR3 sequence is CANSFRSGETQYF. Result: 1 (the TCR binds to the epitope).